Dataset: Reaction yield outcomes from USPTO patents with 853,638 reactions. Task: Predict the reaction yield, written as a fraction of the theoretical maximum amount of product (1.0 means a 100% yield; for example, 0.34 means a 34% yield). (1) The reactants are C[CH:2]1[O:6][CH2:5]CC1.C(N([CH2:12][CH3:13])CC)C.[BH3:14].[OH:15][C:16]([C:19]([OH:22])([CH3:21])[CH3:20])([CH3:18])[CH3:17].[C:23]1(C)C=[CH:27][CH:26]=[CH:25][C:24]=1P([C:25]1[CH:26]=[CH:27]C=[CH:23][C:24]=1C)[C:25]1[CH:26]=[CH:27]C=[CH:23][C:24]=1C.[Cl-].[NH4+].[OH2:47]. The catalyst is C([O-])(=O)C.[Pd+2].C([O-])(=O)C. The product is [CH3:23][C:24]1[CH:25]=[CH:26][C:27]([B:14]2[O:22][C:19]([CH3:21])([CH3:20])[C:16]([CH3:18])([CH3:17])[O:15]2)=[C:13]([CH:12]=1)[C:5]([O:6][CH3:2])=[O:47]. The yield is 0.750. (2) The product is [Cl:25][C:22]1[CH:23]=[CH:24][C:19]([NH:18][C:17]2[C:16](=[O:37])[C:15](=[O:38])[C:14]=2[NH:44][C:43]2[CH:45]=[CH:46][C:40]([F:39])=[CH:41][CH:42]=2)=[C:20]([OH:36])[C:21]=1[S:26]([N:29]1[CH2:34][CH2:33][N:32]([CH3:35])[CH2:31][CH2:30]1)(=[O:28])=[O:27]. The yield is 0.730. The reactants are C1(C2C=CC=CC=2)C=CC=CC=1.Cl[C:14]1[C:15](=[O:38])[C:16](=[O:37])[C:17]=1[NH:18][C:19]1[CH:24]=[CH:23][C:22]([Cl:25])=[C:21]([S:26]([N:29]2[CH2:34][CH2:33][N:32]([CH3:35])[CH2:31][CH2:30]2)(=[O:28])=[O:27])[C:20]=1[OH:36].[F:39][C:40]1[CH:46]=[CH:45][C:43]([NH2:44])=[CH:42][CH:41]=1. The catalyst is CN(C=O)C.